The task is: Predict the reactants needed to synthesize the given product.. This data is from Full USPTO retrosynthesis dataset with 1.9M reactions from patents (1976-2016). Given the product [CH3:1][O:2][C:3]1[C:8]([C:13]2[CH:14]=[CH:15][C:16]([C@H:19]([N:21]3[C:22](=[O:31])[C:23]4[C:28](=[CH:27][CH:26]=[CH:25][CH:24]=4)[C:29]3=[O:30])[CH3:20])=[CH:17][CH:18]=2)=[CH:7][CH:6]=[CH:5][N:4]=1, predict the reactants needed to synthesize it. The reactants are: [CH3:1][O:2][C:3]1[C:8](B(O)O)=[CH:7][CH:6]=[CH:5][N:4]=1.Br[C:13]1[CH:18]=[CH:17][C:16]([C@H:19]([N:21]2[C:29](=[O:30])[C:28]3[C:23](=[CH:24][CH:25]=[CH:26][CH:27]=3)[C:22]2=[O:31])[CH3:20])=[CH:15][CH:14]=1.C(=O)([O-])[O-].[Na+].[Na+].